Dataset: Forward reaction prediction with 1.9M reactions from USPTO patents (1976-2016). Task: Predict the product of the given reaction. (1) Given the reactants [CH:1]([C:4]1[N:8]=[C:7]([N:9]2[CH2:14][CH2:13][CH:12]([C@H:15]3[CH2:17][C@H:16]3[CH2:18][CH2:19][O:20][C:21]3[CH:27]=[CH:26][C:24]([NH2:25])=[CH:23][CH:22]=3)[CH2:11][CH2:10]2)[O:6][N:5]=1)([CH3:3])[CH3:2].CCN(C(C)C)C(C)C.Cl[CH2:38][CH2:39][N:40]=[C:41]=[O:42].CC([O-])(C)C.[Na+].C(O)=O, predict the reaction product. The product is: [CH3:2][CH:1]([C:4]1[N:8]=[C:7]([N:9]2[CH2:14][CH2:13][CH:12]([C@H:15]3[CH2:17][C@H:16]3[CH2:18][CH2:19][O:20][C:21]3[CH:27]=[CH:26][C:24]([N:25]4[CH2:38][CH2:39][NH:40][C:41]4=[O:42])=[CH:23][CH:22]=3)[CH2:11][CH2:10]2)[O:6][N:5]=1)[CH3:3]. (2) Given the reactants Br[C:2]1[S:3][C:4]([Cl:24])=[C:5]([C:7]([NH:9][C:10]2[CH:15]=[CH:14][CH:13]=[CH:12][C:11]=2[CH2:16][C:17]([O:19][C:20]([CH3:23])([CH3:22])[CH3:21])=[O:18])=[O:8])[N:6]=1.[F:25][C:26]1[CH:27]=[C:28]([CH:38]=[C:39](B2OC(C)(C)C(C)(C)O2)[CH:40]=1)[CH2:29][NH:30][C:31](=[O:37])[O:32][C:33]([CH3:36])([CH3:35])[CH3:34].C([O-])([O-])=O.[K+].[K+], predict the reaction product. The product is: [C:33]([O:32][C:31]([NH:30][CH2:29][C:28]1[CH:38]=[C:39]([C:2]2[S:3][C:4]([Cl:24])=[C:5]([C:7]([NH:9][C:10]3[CH:15]=[CH:14][CH:13]=[CH:12][C:11]=3[CH2:16][C:17]([O:19][C:20]([CH3:23])([CH3:22])[CH3:21])=[O:18])=[O:8])[N:6]=2)[CH:40]=[C:26]([F:25])[CH:27]=1)=[O:37])([CH3:36])([CH3:34])[CH3:35]. (3) Given the reactants [Cl:1][C:2]1[CH:19]=[C:18]([Cl:20])[CH:17]=[CH:16][C:3]=1[CH2:4][O:5][C:6]1[CH:15]=[CH:14][C:9]2[CH:10]([NH2:13])[CH2:11][O:12][C:8]=2[CH:7]=1.[CH2:21]([N:23]=[C:24]=[O:25])[CH3:22].[NH4+].[Cl-], predict the reaction product. The product is: [Cl:1][C:2]1[CH:19]=[C:18]([Cl:20])[CH:17]=[CH:16][C:3]=1[CH2:4][O:5][C:6]1[CH:15]=[CH:14][C:9]2[CH:10]([NH:13][C:24]([NH:23][CH2:21][CH3:22])=[O:25])[CH2:11][O:12][C:8]=2[CH:7]=1. (4) The product is: [S:15]1[C:5]2[C:6]3[CH:14]=[CH:13][CH:12]=[CH:11][C:7]=3[O:8][CH2:9][CH2:10][C:4]=2[CH:3]=[C:2]1[C:21]1[CH:20]=[C:19]2[CH:18]=[CH:17][NH:16][C:24]2=[N:23][CH:22]=1. Given the reactants Br[C:2]1[S:15][C:5]2[C:6]3[CH:14]=[CH:13][CH:12]=[CH:11][C:7]=3[O:8][CH2:9][CH2:10][C:4]=2[CH:3]=1.[NH:16]1[C:24]2[C:19](=[CH:20][C:21](B3OC(C)(C)C(C)(C)O3)=[CH:22][N:23]=2)[CH:18]=[CH:17]1, predict the reaction product. (5) Given the reactants [C:1]1([CH2:7][C:8](Cl)=[O:9])[CH:6]=[CH:5][CH:4]=[CH:3][CH:2]=1.[S-:11][C:12]#[N:13].[K+].[NH2:15][C:16]1[CH:37]=[CH:36][C:19]([O:20][C:21]2[CH:26]=[CH:25][N:24]=[C:23]([NH:27][C:28]([N:30]3[CH2:35][CH2:34][O:33][CH2:32][CH2:31]3)=[O:29])[CH:22]=2)=[C:18]([CH3:38])[CH:17]=1.CN(C)C=O, predict the reaction product. The product is: [CH3:38][C:18]1[CH:17]=[C:16]([NH:15][C:12]([NH:13][C:8](=[O:9])[CH2:7][C:1]2[CH:6]=[CH:5][CH:4]=[CH:3][CH:2]=2)=[S:11])[CH:37]=[CH:36][C:19]=1[O:20][C:21]1[CH:26]=[CH:25][N:24]=[C:23]([NH:27][C:28]([N:30]2[CH2:35][CH2:34][O:33][CH2:32][CH2:31]2)=[O:29])[CH:22]=1. (6) The product is: [F:1][C:2]1[CH:21]=[C:20]([S:22]([CH3:25])(=[O:24])=[O:23])[C:19]([F:26])=[CH:18][C:3]=1[O:4][C@H:5]1[CH2:10][CH2:9][CH2:8][N:7]([CH:11]2[CH2:16][CH2:15][N:14]([C:28]3[C:33]([F:34])=[CH:32][C:31]([C:35]([F:38])([F:36])[F:37])=[CH:30][N:29]=3)[CH2:13][CH2:12]2)[C:6]1=[O:17]. Given the reactants [F:1][C:2]1[CH:21]=[C:20]([S:22]([CH3:25])(=[O:24])=[O:23])[C:19]([F:26])=[CH:18][C:3]=1[O:4][C@H:5]1[CH2:10][CH2:9][CH2:8][N:7]([CH:11]2[CH2:16][CH2:15][NH:14][CH2:13][CH2:12]2)[C:6]1=[O:17].F[C:28]1[C:33]([F:34])=[CH:32][C:31]([C:35]([F:38])([F:37])[F:36])=[CH:30][N:29]=1.CCN(C(C)C)C(C)C, predict the reaction product. (7) Given the reactants C(OC(=O)C)(=O)C.[C:8]([O:12][C:13](=[O:54])[NH:14][CH:15]1[CH2:20][CH2:19][CH:18]([C:21](=[O:53])[NH:22][C:23]2[CH:28]=[C:27]([O:29][CH2:30][C:31]3[CH:36]=[CH:35][C:34]([C:37](=[NH:40])[NH:38]O)=[CH:33][CH:32]=3)[CH:26]=[C:25]([O:41][CH2:42][C:43]3[CH:48]=[CH:47][C:46]([C:49](=[NH:52])[NH:50]O)=[CH:45][CH:44]=3)[CH:24]=2)[CH2:17][CH2:16]1)([CH3:11])([CH3:10])[CH3:9], predict the reaction product. The product is: [C:8]([O:12][C:13](=[O:54])[NH:14][CH:15]1[CH2:20][CH2:19][CH:18]([C:21](=[O:53])[NH:22][C:23]2[CH:24]=[C:25]([O:41][CH2:42][C:43]3[CH:48]=[CH:47][C:46]([C:49](=[NH:50])[NH2:52])=[CH:45][CH:44]=3)[CH:26]=[C:27]([O:29][CH2:30][C:31]3[CH:32]=[CH:33][C:34]([C:37](=[NH:38])[NH2:40])=[CH:35][CH:36]=3)[CH:28]=2)[CH2:17][CH2:16]1)([CH3:11])([CH3:9])[CH3:10].